This data is from Reaction yield outcomes from USPTO patents with 853,638 reactions. The task is: Predict the reaction yield, written as a fraction of the theoretical maximum amount of product (1.0 means a 100% yield; for example, 0.34 means a 34% yield). (1) The reactants are [CH2:1]([O:3][C:4]1[CH:5]=[C:6]([N:10]2[CH:14]=[C:13]([CH:15]=[O:16])[C:12]([CH2:17][CH3:18])=[N:11]2)[CH:7]=[CH:8][CH:9]=1)[CH3:2].[CH2:19]([Mg]Br)[CH:20]([CH3:22])[CH3:21]. The catalyst is O1CCCC1. The product is [CH2:1]([O:3][C:4]1[CH:5]=[C:6]([N:10]2[CH:14]=[C:13]([CH:15]([OH:16])[CH2:19][CH:20]([CH3:22])[CH3:21])[C:12]([CH2:17][CH3:18])=[N:11]2)[CH:7]=[CH:8][CH:9]=1)[CH3:2]. The yield is 0.670. (2) The reactants are CC1(C)C2C(=C(P(C3C=CC=CC=3)C3C=CC=CC=3)C=CC=2)OC2C(P(C3C=CC=CC=3)C3C=CC=CC=3)=CC=CC1=2.[CH2:43]([N:50]1[CH2:55][CH2:54][C:53]2([C:63]3[C:58](=[CH:59][CH:60]=[CH:61][C:62]=3[CH2:64][NH:65][C:66](=[O:72])[O:67][C:68]([CH3:71])([CH3:70])[CH3:69])[NH:57][CH2:56]2)[CH2:52][CH2:51]1)[C:44]1[CH:49]=[CH:48][CH:47]=[CH:46][CH:45]=1.Cl[C:74]1[C:75]2[CH:82]([CH:83]([CH3:85])[CH3:84])[CH2:81][CH2:80][C:76]=2[N:77]=[CH:78][N:79]=1.C([O-])([O-])=O.[Cs+].[Cs+]. The catalyst is C1C=CC(/C=C/C(/C=C/C2C=CC=CC=2)=O)=CC=1.C1C=CC(/C=C/C(/C=C/C2C=CC=CC=2)=O)=CC=1.C1C=CC(/C=C/C(/C=C/C2C=CC=CC=2)=O)=CC=1.[Pd].[Pd].C1(C)C=CC=CC=1. The product is [CH2:43]([N:50]1[CH2:55][CH2:54][C:53]2([C:63]3[C:58](=[CH:59][CH:60]=[CH:61][C:62]=3[CH2:64][NH:65][C:66](=[O:72])[O:67][C:68]([CH3:69])([CH3:71])[CH3:70])[N:57]([C:74]3[C:75]4[CH:82]([CH:83]([CH3:85])[CH3:84])[CH2:81][CH2:80][C:76]=4[N:77]=[CH:78][N:79]=3)[CH2:56]2)[CH2:52][CH2:51]1)[C:44]1[CH:45]=[CH:46][CH:47]=[CH:48][CH:49]=1. The yield is 0.690. (3) The yield is 0.830. The catalyst is O1CCOCC1.C1C=CC([P]([Pd]([P](C2C=CC=CC=2)(C2C=CC=CC=2)C2C=CC=CC=2)([P](C2C=CC=CC=2)(C2C=CC=CC=2)C2C=CC=CC=2)[P](C2C=CC=CC=2)(C2C=CC=CC=2)C2C=CC=CC=2)(C2C=CC=CC=2)C2C=CC=CC=2)=CC=1. The reactants are FC(F)(F)S(O[C:7]1[C:16]2[C:15](=[O:17])[O:14][C:13]([CH3:19])([CH3:18])[O:12][C:11]=2[CH:10]=[C:9]([O:20][CH3:21])[CH:8]=1)(=O)=O.[OH:24][CH2:25][C:26]1[CH:27]=[C:28](B(O)O)[CH:29]=[CH:30][CH:31]=1.P([O-])(O)(O)=O.[K+]. The product is [OH:24][CH2:25][C:26]1[CH:31]=[C:30]([C:7]2[C:16]3[C:15](=[O:17])[O:14][C:13]([CH3:19])([CH3:18])[O:12][C:11]=3[CH:10]=[C:9]([O:20][CH3:21])[CH:8]=2)[CH:29]=[CH:28][CH:27]=1. (4) The reactants are [Cl:1][C:2]1[CH:3]=[C:4]2[C:9](=[CH:10][CH:11]=1)[CH:8]=[C:7]([S:12]([CH2:15][CH2:16][C:17]([N:19]1[CH2:24][CH2:23][CH:22]([CH2:25][C:26]([C:28]3[N:29]=[CH:30][NH:31][CH:32]=3)=[O:27])[CH2:21][CH2:20]1)=[O:18])(=[O:14])=[O:13])[CH:6]=[CH:5]2.[BH4-].[Na+].Cl. The catalyst is CO. The product is [Cl:1][C:2]1[CH:3]=[C:4]2[C:9](=[CH:10][CH:11]=1)[CH:8]=[C:7]([S:12]([CH2:15][CH2:16][C:17]([N:19]1[CH2:24][CH2:23][CH:22]([CH2:25][CH:26]([C:28]3[N:29]=[CH:30][NH:31][CH:32]=3)[OH:27])[CH2:21][CH2:20]1)=[O:18])(=[O:13])=[O:14])[CH:6]=[CH:5]2. The yield is 0.170. (5) The reactants are [CH3:1][C:2]1([CH3:35])[CH2:10][C@H:9]([NH:11][C:12]2[C:17]([F:18])=[CH:16][N:15]=[C:14]([NH:19][C:20]3[C:21]([F:34])=[CH:22][C:23](Br)=[C:24]([N:26]4[C:30](=[O:31])[N:29]([CH3:32])[N:28]=[N:27]4)[CH:25]=3)[N:13]=2)[CH2:8][C@H:7]2[N:3]1[CH2:4][CH2:5][CH2:6]2.C1(P(C2C=CC=CC=2)C2C=CC=CC=2)C=CC=CC=1.C(N(C(C)C)CC)(C)C.[CH2:64]([OH:67])[C:65]#[CH:66]. The catalyst is [Cu]I.C1C=CC(P(C2C=CC=CC=2)[C-]2C=CC=C2)=CC=1.C1C=CC(P(C2C=CC=CC=2)[C-]2C=CC=C2)=CC=1.Cl[Pd]Cl.[Fe+2].O1CCOCC1. The product is [CH3:1][C:2]1([CH3:35])[CH2:10][C@H:9]([NH:11][C:12]2[C:17]([F:18])=[CH:16][N:15]=[C:14]([NH:19][C:20]3[C:21]([F:34])=[CH:22][C:23]([C:66]#[C:65][CH2:64][OH:67])=[C:24]([N:26]4[C:30](=[O:31])[N:29]([CH3:32])[N:28]=[N:27]4)[CH:25]=3)[N:13]=2)[CH2:8][C@H:7]2[N:3]1[CH2:4][CH2:5][CH2:6]2. The yield is 0.220. (6) The reactants are [CH2:1]([C:5]1[CH:10]=[CH:9][C:8](B(O)O)=[CH:7][CH:6]=1)[CH2:2][CH2:3][CH3:4].Br[C:15]1[CH:20]=[CH:19][C:18]([C:21](=[O:26])[C:22]([F:25])([F:24])[F:23])=[CH:17][CH:16]=1.C(=O)([O-])[O-].[Na+].[Na+].[Cl-].[Li+]. The product is [CH2:1]([C:5]1[CH:10]=[CH:9][C:8]([C:15]2[CH:20]=[CH:19][C:18]([C:21](=[O:26])[C:22]([F:24])([F:25])[F:23])=[CH:17][CH:16]=2)=[CH:7][CH:6]=1)[CH2:2][CH2:3][CH3:4]. The yield is 0.580. The catalyst is O1CCOCC1.O.C1C=CC(P(C2C=CC=CC=2)[C-]2C=CC=C2)=CC=1.C1C=CC(P(C2C=CC=CC=2)[C-]2C=CC=C2)=CC=1.Cl[Pd]Cl.[Fe+2].C(Cl)Cl. (7) The reactants are [OH:1][C:2]1[CH:3]=[C:4]([C:8]2[N:13]([CH3:14])[C:12](=[O:15])[C:11]([O:16][CH2:17][C:18]3[CH:23]=[CH:22][C:21]([O:24][CH3:25])=[CH:20][CH:19]=3)=[CH:10][N:9]=2)[CH:5]=[CH:6][CH:7]=1.[S:26](O[S:26]([C:29]([F:32])([F:31])[F:30])(=[O:28])=[O:27])([C:29]([F:32])([F:31])[F:30])(=[O:28])=[O:27].O. The catalyst is N1C=CC=CC=1. The product is [F:30][C:29]([F:32])([F:31])[S:26]([O:1][C:2]1[CH:7]=[CH:6][CH:5]=[C:4]([C:8]2[N:13]([CH3:14])[C:12](=[O:15])[C:11]([O:16][CH2:17][C:18]3[CH:19]=[CH:20][C:21]([O:24][CH3:25])=[CH:22][CH:23]=3)=[CH:10][N:9]=2)[CH:3]=1)(=[O:28])=[O:27]. The yield is 0.840. (8) The reactants are [OH:1][C:2]1[CH:12]=[CH:11][CH:10]=[C:4]2[C:5]([O:7][C:8](=[O:9])[C:3]=12)=O.[CH3:13][O:14][C:15]1[CH:22]=[CH:21][C:18]([CH2:19][NH2:20])=[CH:17][CH:16]=1.C(O)(=O)C. The catalyst is O. The product is [OH:1][C:2]1[CH:12]=[CH:11][CH:10]=[C:4]2[C:3]=1[C:8](=[O:9])[N:20]([CH2:19][C:18]1[CH:21]=[CH:22][C:15]([O:14][CH3:13])=[CH:16][CH:17]=1)[C:5]2=[O:7]. The yield is 0.810. (9) The reactants are [F:1][C:2]1[CH:3]=[CH:4][C:5]2[N:6]([C:8]([N:11]3[CH2:16][CH2:15][N:14]([CH2:17][CH2:18][OH:19])[CH2:13][CH2:12]3)=[N:9][N:10]=2)[CH:7]=1.CCN(CC)CC.FC(F)(F)S(O[Si:33]([CH:40]([CH3:42])[CH3:41])([CH:37]([CH3:39])[CH3:38])[CH:34]([CH3:36])[CH3:35])(=O)=O. The catalyst is C(Cl)Cl.O. The product is [F:1][C:2]1[CH:3]=[CH:4][C:5]2[N:6]([C:8]([N:11]3[CH2:16][CH2:15][N:14]([CH2:17][CH2:18][O:19][Si:33]([CH:40]([CH3:42])[CH3:41])([CH:37]([CH3:39])[CH3:38])[CH:34]([CH3:36])[CH3:35])[CH2:13][CH2:12]3)=[N:9][N:10]=2)[CH:7]=1. The yield is 0.900. (10) The reactants are [C:1]([OH:12])(=[O:11])[C:2]1[C:3](=[CH:7][CH:8]=[CH:9][CH:10]=1)[C:4]([OH:6])=O.C1(C)C=CC(S(O)(=O)=O)=CC=1.FC(F)(F)S(O)(=O)=O.S(=O)(=O)(O)O. The catalyst is C1(C)C=CC=CC=1. The product is [C:4]1(=[O:6])[O:12][C:1](=[O:11])[C:2]2=[CH:10][CH:9]=[CH:8][CH:7]=[C:3]12. The yield is 0.950.